Predict the reaction yield, written as a fraction of the theoretical maximum amount of product (1.0 means a 100% yield; for example, 0.34 means a 34% yield). From a dataset of Reaction yield outcomes from USPTO patents with 853,638 reactions. The reactants are Br[C:2]1[C:3]([F:19])=[CH:4][C:5]2[O:11][CH2:10][CH2:9][N:8]3[CH:12]=[C:13]([C:15]([NH2:17])=[O:16])[N:14]=[C:7]3[C:6]=2[CH:18]=1.[F:20][C:21]1[CH:26]=[CH:25][N:24]=[C:23]([C:27]([OH:31])([C:29]#[CH:30])[CH3:28])[CH:22]=1. No catalyst specified. The product is [F:19][C:3]1[C:2]([C:30]#[C:29][C:27]([C:23]2[CH:22]=[C:21]([F:20])[CH:26]=[CH:25][N:24]=2)([OH:31])[CH3:28])=[CH:18][C:6]2[C:7]3[N:8]([CH:12]=[C:13]([C:15]([NH2:17])=[O:16])[N:14]=3)[CH2:9][CH2:10][O:11][C:5]=2[CH:4]=1. The yield is 0.120.